This data is from Catalyst prediction with 721,799 reactions and 888 catalyst types from USPTO. The task is: Predict which catalyst facilitates the given reaction. Reactant: C(NC(C)C)(C)C.C([Li])CCC.[F:13][C:14]1[CH:19]=[CH:18][C:17]([CH3:20])=[CH:16][N:15]=1.[I:21]I. Product: [F:13][C:14]1[C:19]([I:21])=[CH:18][C:17]([CH3:20])=[CH:16][N:15]=1. The catalyst class is: 1.